Predict which catalyst facilitates the given reaction. From a dataset of Catalyst prediction with 721,799 reactions and 888 catalyst types from USPTO. Reactant: [C-:1]#[N:2].[Na+].C(O)C.Cl[CH2:8][C:9]1[C:14]([CH3:15])=[CH:13][C:12]([CH3:16])=[CH:11][C:10]=1[CH3:17]. Product: [CH3:17][C:10]1[CH:11]=[C:12]([CH3:16])[CH:13]=[C:14]([CH3:15])[C:9]=1[CH2:8][C:1]#[N:2]. The catalyst class is: 6.